Dataset: NCI-60 drug combinations with 297,098 pairs across 59 cell lines. Task: Regression. Given two drug SMILES strings and cell line genomic features, predict the synergy score measuring deviation from expected non-interaction effect. (1) Drug 1: C1CN(P(=O)(OC1)NCCCl)CCCl. Drug 2: C1C(C(OC1N2C=NC(=NC2=O)N)CO)O. Cell line: CCRF-CEM. Synergy scores: CSS=30.7, Synergy_ZIP=3.48, Synergy_Bliss=4.08, Synergy_Loewe=-23.7, Synergy_HSA=2.71. (2) Drug 1: C1C(C(OC1N2C=C(C(=O)NC2=O)F)CO)O. Drug 2: CCN(CC)CCNC(=O)C1=C(NC(=C1C)C=C2C3=C(C=CC(=C3)F)NC2=O)C. Cell line: MCF7. Synergy scores: CSS=6.99, Synergy_ZIP=-2.75, Synergy_Bliss=1.11, Synergy_Loewe=-6.47, Synergy_HSA=0.749. (3) Drug 1: CC1=C(C=C(C=C1)NC(=O)C2=CC=C(C=C2)CN3CCN(CC3)C)NC4=NC=CC(=N4)C5=CN=CC=C5. Drug 2: C1CCC(C(C1)N)N.C(=O)(C(=O)[O-])[O-].[Pt+4]. Cell line: SF-268. Synergy scores: CSS=6.13, Synergy_ZIP=-1.47, Synergy_Bliss=2.00, Synergy_Loewe=-8.21, Synergy_HSA=-0.00763. (4) Drug 1: C1=C(C(=O)NC(=O)N1)N(CCCl)CCCl. Drug 2: C#CCC(CC1=CN=C2C(=N1)C(=NC(=N2)N)N)C3=CC=C(C=C3)C(=O)NC(CCC(=O)O)C(=O)O. Cell line: HCC-2998. Synergy scores: CSS=3.67, Synergy_ZIP=-3.12, Synergy_Bliss=-1.74, Synergy_Loewe=-2.51, Synergy_HSA=-2.79. (5) Drug 1: COC1=CC(=CC(=C1O)OC)C2C3C(COC3=O)C(C4=CC5=C(C=C24)OCO5)OC6C(C(C7C(O6)COC(O7)C8=CC=CS8)O)O. Drug 2: CC12CCC3C(C1CCC2O)C(CC4=C3C=CC(=C4)O)CCCCCCCCCS(=O)CCCC(C(F)(F)F)(F)F. Cell line: EKVX. Synergy scores: CSS=39.3, Synergy_ZIP=10.6, Synergy_Bliss=4.43, Synergy_Loewe=6.13, Synergy_HSA=5.22.